Dataset: Reaction yield outcomes from USPTO patents with 853,638 reactions. Task: Predict the reaction yield, written as a fraction of the theoretical maximum amount of product (1.0 means a 100% yield; for example, 0.34 means a 34% yield). (1) The reactants are FC(F)(F)C(O)=O.[N:8]1([CH2:13][C:14]2[CH:19]=[CH:18][C:17]([C:20]3[CH:24]=[C:23]([CH2:25][CH:26]([CH3:28])[CH3:27])[S:22][C:21]=3[C:29]([NH:31]C(C)(C)C)=[O:30])=[CH:16][CH:15]=2)[CH:12]=[CH:11][N:10]=[CH:9]1. The product is [N:8]1([CH2:13][C:14]2[CH:19]=[CH:18][C:17]([C:20]3[CH:24]=[C:23]([CH2:25][CH:26]([CH3:27])[CH3:28])[S:22][C:21]=3[C:29]([NH2:31])=[O:30])=[CH:16][CH:15]=2)[CH:12]=[CH:11][N:10]=[CH:9]1. The yield is 0.730. The catalyst is C1(OC)C=CC=CC=1. (2) The product is [C:2]([O:19][C:3]1[C:2]([O:1][C:7](=[O:8])[CH3:6])=[CH:15][C:14]([O:16][C:14](=[O:16])[CH3:13])=[C:13]2[C:4]=1[CH:5]=[CH:6][C:7]1[O:8][C:9]([CH3:17])([CH3:18])[CH:10]=[CH:11][C:12]=12)(=[O:1])[CH3:15]. The catalyst is C(OC(=O)C)(=O)C.N1C=CC=CC=1.[Zn]. The yield is 0.580. The reactants are [OH:1][C:2]1[C:3](=[O:19])[C:4]2[CH:5]=[CH:6][C:7]3[O:8][C:9]([CH3:18])([CH3:17])[CH:10]=[CH:11][C:12]=3[C:13]=2[C:14](=[O:16])[CH:15]=1. (3) The reactants are [Br:1][C:2]1[C:11]2[CH2:10][CH2:9][CH2:8][C:7]([OH:35])([C:12]3[S:13][C:14]([C:17]4[CH:22]=[C:21]([CH3:23])[CH:20]=[C:19]([NH:24][C:25]5[CH:30]=[C:29]([C:31]([F:34])([F:33])[F:32])[CH:28]=[CH:27][N:26]=5)[N:18]=4)=[CH:15][N:16]=3)[C:6]=2[CH:5]=[CH:4][C:3]=1[C:36]([O:38]C)=[O:37].[OH-].[K+]. The catalyst is C1COCC1.CO. The product is [Br:1][C:2]1[C:11]2[CH2:10][CH2:9][CH2:8][C:7]([OH:35])([C:12]3[S:13][C:14]([C:17]4[CH:22]=[C:21]([CH3:23])[CH:20]=[C:19]([NH:24][C:25]5[CH:30]=[C:29]([C:31]([F:32])([F:34])[F:33])[CH:28]=[CH:27][N:26]=5)[N:18]=4)=[CH:15][N:16]=3)[C:6]=2[CH:5]=[CH:4][C:3]=1[C:36]([OH:38])=[O:37]. The yield is 0.520. (4) The product is [CH3:35][C:30]1([CH3:36])[C:31]([CH3:34])([CH3:33])[O:32][B:28]([C:11]2[CH:10]=[C:9]([C:4]3[C:3]([C:1]#[N:2])=[CH:8][CH:7]=[CH:6][CH:5]=3)[CH:14]=[CH:13][CH:12]=2)[O:29]1. The reactants are [C:1]([C:3]1[CH:8]=[CH:7][CH:6]=[CH:5][C:4]=1[C:9]1[CH:14]=[CH:13][CH:12]=[C:11](OS(C(F)(F)F)(=O)=O)[CH:10]=1)#[N:2].C([O-])(=O)C.[K+].[B:28]1([B:28]2[O:32][C:31]([CH3:34])([CH3:33])[C:30]([CH3:36])([CH3:35])[O:29]2)[O:32][C:31]([CH3:34])([CH3:33])[C:30]([CH3:36])([CH3:35])[O:29]1. The yield is 1.00. The catalyst is O1CCOCC1.C1C=CC([PH+]([C]2[CH][CH][CH][CH]2)C2C=CC=CC=2)=CC=1.C1C=CC([PH+]([C]2[CH][CH][CH][CH]2)C2C=CC=CC=2)=CC=1.C(Cl)Cl.Cl[Pd]Cl.[Fe].C1(P(C2C=CC=CC=2)[C-]2C=CC=C2)C=CC=CC=1.[C-]1(P(C2C=CC=CC=2)C2C=CC=CC=2)C=CC=C1.[Fe+2]. (5) The reactants are [O:1]1[C:5]2[CH:6]=[CH:7][C:8]([C:10]([OH:12])=O)=[CH:9][C:4]=2[O:3][CH2:2]1.[NH2:13][C@H:14]([CH:19]([CH3:21])[CH3:20])[C:15]([O:17][CH3:18])=[O:16]. No catalyst specified. The product is [O:3]1[C:4]2[CH:9]=[C:8]([C:10]([NH:13][C@H:14]([CH:19]([CH3:21])[CH3:20])[C:15]([O:17][CH3:18])=[O:16])=[O:12])[CH:7]=[CH:6][C:5]=2[O:1][CH2:2]1. The yield is 0.500. (6) The reactants are [O:1]1[C:5]2[CH:6]=[CH:7][C:8]([C:10]3([C:13]([NH:15][C:16]4[CH:17]=[C:18]([C:23]5[CH:28]=[CH:27][C:26]([CH2:29][OH:30])=[CH:25][CH:24]=5)[C:19]([CH3:22])=[CH:20][CH:21]=4)=[O:14])[CH2:12][CH2:11]3)=[CH:9][C:4]=2[O:3][CH2:2]1.[C:31]1(C)C=CC(S(O)(=O)=O)=CC=1.CO. The catalyst is C1(C)C=CC=CC=1. The product is [O:1]1[C:5]2[CH:6]=[CH:7][C:8]([C:10]3([C:13]([NH:15][C:16]4[CH:17]=[C:18]([C:23]5[CH:24]=[CH:25][C:26]([CH2:29][O:30][CH3:31])=[CH:27][CH:28]=5)[C:19]([CH3:22])=[CH:20][CH:21]=4)=[O:14])[CH2:11][CH2:12]3)=[CH:9][C:4]=2[O:3][CH2:2]1. The yield is 0.230. (7) The catalyst is CO.[Pd]. The yield is 0.290. The product is [OH:22][NH:21][C:20]([CH2:19][CH2:18][C:15]1[CH:16]=[CH:17][C:12]([C:9]2[CH:10]=[CH:11][C:6]([CH2:5][CH:4]([NH:30][S:31]([C:34]3[CH:35]=[CH:36][C:37]([CH3:40])=[CH:38][CH:39]=3)(=[O:33])=[O:32])[C:3]([N:2]([CH3:42])[CH3:1])=[O:41])=[CH:7][CH:8]=2)=[CH:13][CH:14]=1)=[O:29]. The reactants are [CH3:1][N:2]([CH3:42])[C:3](=[O:41])[CH:4]([NH:30][S:31]([C:34]1[CH:39]=[CH:38][C:37]([CH3:40])=[CH:36][CH:35]=1)(=[O:33])=[O:32])[CH2:5][C:6]1[CH:11]=[CH:10][C:9]([C:12]2[CH:17]=[CH:16][C:15]([CH2:18][CH2:19][C:20](=[O:29])[NH:21][O:22]C3C=CC=CC=3)=[CH:14][CH:13]=2)=[CH:8][CH:7]=1.[H][H].